Dataset: Reaction yield outcomes from USPTO patents with 853,638 reactions. Task: Predict the reaction yield, written as a fraction of the theoretical maximum amount of product (1.0 means a 100% yield; for example, 0.34 means a 34% yield). (1) The reactants are [CH2:1]([O:8][C:9]1[CH:10]=[C:11]2[C:16](=[CH:17][CH:18]=1)[C:15](=[O:19])[N:14]([CH2:20][CH:21]([CH3:23])[CH3:22])[C:13]([CH2:24]Cl)=[C:12]2[C:26]1[CH:31]=[CH:30][C:29]([CH3:32])=[CH:28][CH:27]=1)[C:2]1[CH:7]=[CH:6][CH:5]=[CH:4][CH:3]=1.[C:33]1(=[O:43])[NH:37][C:36](=[O:38])[C:35]2=[CH:39][CH:40]=[CH:41][CH:42]=[C:34]12.[K].O. The product is [CH2:1]([O:8][C:9]1[CH:10]=[C:11]2[C:16](=[CH:17][CH:18]=1)[C:15](=[O:19])[N:14]([CH2:20][CH:21]([CH3:23])[CH3:22])[C:13]([CH2:24][N:37]1[C:33](=[O:43])[C:34]3[C:35](=[CH:39][CH:40]=[CH:41][CH:42]=3)[C:36]1=[O:38])=[C:12]2[C:26]1[CH:31]=[CH:30][C:29]([CH3:32])=[CH:28][CH:27]=1)[C:2]1[CH:7]=[CH:6][CH:5]=[CH:4][CH:3]=1. The yield is 0.960. The catalyst is CN(C)C=O. (2) The product is [Cl:13][CH2:14][CH2:15][CH2:16][O:10][C:6]1[CH:7]=[CH:8][CH:9]=[C:4]([N+:1]([O-:3])=[O:2])[CH:5]=1. The yield is 0.851. The reactants are [N+:1]([C:4]1[CH:5]=[C:6]([OH:10])[CH:7]=[CH:8][CH:9]=1)([O-:3])=[O:2].[H-].[Na+].[Cl:13][CH2:14][CH2:15][CH2:16]I.[Na+].[Cl-]. The catalyst is CN(C)C=O.O. (3) The reactants are [NH2:1][C:2]1[N:6]([C:7]2[CH:12]=[CH:11][C:10]([S:13]([CH3:16])(=[O:15])=[O:14])=[CH:9][CH:8]=2)[N:5]=[C:4]([CH3:17])[C:3]=1[C:18]#[N:19].[C:20](Cl)(=[O:22])[CH3:21]. No catalyst specified. The product is [C:18]([C:3]1[C:4]([CH3:17])=[N:5][N:6]([C:7]2[CH:8]=[CH:9][C:10]([S:13]([CH3:16])(=[O:15])=[O:14])=[CH:11][CH:12]=2)[C:2]=1[NH:1][C:20](=[O:22])[CH3:21])#[N:19]. The yield is 0.560. (4) The reactants are CS(O[CH2:6][CH2:7][C:8]1[CH:13]=[CH:12][C:11]([C:14]2[CH:19]=[CH:18][CH:17]=[C:16]([N:20]3[C:25]4[N:26]=[CH:27][C:28]([F:30])=[CH:29][C:24]=4[C:23](=[O:31])[N:22]([C@H:32]4[CH2:37][CH2:36][C@@H:35]([NH:38][C:39]([C:41]5[N:42]=[C:43]6[CH:48]=[CH:47][C:46]([F:49])=[CH:45][N:44]6[CH:50]=5)=[O:40])[CH2:34][CH2:33]4)[C:21]3=[O:51])[CH:15]=2)=[CH:10][CH:9]=1)(=O)=O.[CH:52]([NH2:55])([CH3:54])[CH3:53].C(=O)([O-])[O-].[K+].[K+].O. The catalyst is C(#N)C. The product is [F:49][C:46]1[CH:47]=[CH:48][C:43]2[N:44]([CH:50]=[C:41]([C:39]([NH:38][C@H:35]3[CH2:36][CH2:37][C@@H:32]([N:22]4[C:23](=[O:31])[C:24]5[CH:29]=[C:28]([F:30])[CH:27]=[N:26][C:25]=5[N:20]([C:16]5[CH:15]=[C:14]([C:11]6[CH:12]=[CH:13][C:8]([CH2:7][CH2:6][NH:55][CH:52]([CH3:54])[CH3:53])=[CH:9][CH:10]=6)[CH:19]=[CH:18][CH:17]=5)[C:21]4=[O:51])[CH2:33][CH2:34]3)=[O:40])[N:42]=2)[CH:45]=1. The yield is 0.180. (5) The reactants are [CH2:1]([O:8][C:9]1[CH:22]=[CH:21][C:12]2[NH:13][C:14](=O)[CH2:15][N:16]([CH3:19])[C:17](=[O:18])[C:11]=2[CH:10]=1)[C:2]1[CH:7]=[CH:6][CH:5]=[CH:4][CH:3]=1.[H-].[Na+].[H][H].P(Cl)(OCC)(OCC)=O.[N+:36]([CH2:38][C:39]([O:41][C:42]([CH3:45])([CH3:44])[CH3:43])=[O:40])#[C-:37]. The catalyst is CN(C=O)C.C1COCC1.C(O)(=O)C. The product is [C:42]([O:41][C:39]([C:38]1[N:36]=[CH:37][N:13]2[C:14]=1[CH2:15][N:16]([CH3:19])[C:17](=[O:18])[C:11]1[CH:10]=[C:9]([O:8][CH2:1][C:2]3[CH:7]=[CH:6][CH:5]=[CH:4][CH:3]=3)[CH:22]=[CH:21][C:12]2=1)=[O:40])([CH3:45])([CH3:44])[CH3:43]. The yield is 0.0500. (6) The reactants are C(C1[S:7][C:6]([C:8]2[CH:16]=[CH:15][C:11](C(O)=O)=[CH:10][CH:9]=2)=CC=1)#N.CCN=C=N[CH2:22][CH2:23][CH2:24][N:25](C)C.Cl.C1C=CC2N([OH:38])N=NC=2C=1.[CH3:39][CH2:40][N:41]([CH:45]([CH3:47])[CH3:46])[CH:42]([CH3:44])C.Cl.Cl.[CH3:56][C@@H:57]1[CH2:61][CH2:60][CH2:59][N:58]1[CH2:56][C@@H:57]1[CH2:61][CH2:60][CH2:59][NH:58]1. The catalyst is CN(C=O)C.ClCCl. The product is [CH3:56][C@@H:57]1[CH2:61][CH2:60][CH2:59][N:58]1[CH2:47][C@@H:45]1[CH2:46][CH2:44][CH2:42][N:41]1[C:40]([C:39]1[CH:16]=[CH:15][CH:11]=[CH:10][C:9]=1[C:8]1[CH:22]=[C:23]([C:24]#[N:25])[S:7][CH:6]=1)=[O:38]. The yield is 0.130. (7) The reactants are [CH3:1][C:2]([CH3:31])([CH3:30])[CH2:3][C:4]([NH:6][C:7]1[C:8]([CH3:29])=[C:9]([CH3:28])[C:10]2[O:14][CH2:13][CH:12]([C:15]3[CH:20]=[CH:19][C:18](/[CH:21]=[CH:22]/[C:23]([O-:25])=[O:24])=[CH:17][CH:16]=3)[C:11]=2[C:26]=1[CH3:27])=[O:5].[C:32](OCC)(=O)[CH3:33].CCCCCC. No catalyst specified. The product is [CH3:1][C:2]([CH3:31])([CH3:30])[CH2:3][C:4]([NH:6][C:7]1[C:8]([CH3:29])=[C:9]([CH3:28])[C:10]2[O:14][CH2:13][CH:12]([C:15]3[CH:20]=[CH:19][C:18]([CH2:21][CH2:22][C:23]([O:25][CH2:32][CH3:33])=[O:24])=[CH:17][CH:16]=3)[C:11]=2[C:26]=1[CH3:27])=[O:5]. The yield is 0.840.